This data is from NCI-60 drug combinations with 297,098 pairs across 59 cell lines. The task is: Regression. Given two drug SMILES strings and cell line genomic features, predict the synergy score measuring deviation from expected non-interaction effect. (1) Drug 1: C1C(C(OC1N2C=NC3=C(N=C(N=C32)Cl)N)CO)O. Drug 2: CCC1(C2=C(COC1=O)C(=O)N3CC4=CC5=C(C=CC(=C5CN(C)C)O)N=C4C3=C2)O.Cl. Cell line: OVCAR3. Synergy scores: CSS=29.2, Synergy_ZIP=-12.1, Synergy_Bliss=-15.4, Synergy_Loewe=-22.6, Synergy_HSA=-10.7. (2) Drug 1: C1CC(=O)NC(=O)C1N2C(=O)C3=CC=CC=C3C2=O. Drug 2: CC1=C(C(=O)C2=C(C1=O)N3CC4C(C3(C2COC(=O)N)OC)N4)N. Cell line: UACC-257. Synergy scores: CSS=11.2, Synergy_ZIP=-4.22, Synergy_Bliss=1.51, Synergy_Loewe=-6.08, Synergy_HSA=1.91. (3) Drug 1: CCC1=CC2CC(C3=C(CN(C2)C1)C4=CC=CC=C4N3)(C5=C(C=C6C(=C5)C78CCN9C7C(C=CC9)(C(C(C8N6C)(C(=O)OC)O)OC(=O)C)CC)OC)C(=O)OC.C(C(C(=O)O)O)(C(=O)O)O. Drug 2: CC=C1C(=O)NC(C(=O)OC2CC(=O)NC(C(=O)NC(CSSCCC=C2)C(=O)N1)C(C)C)C(C)C. Cell line: A498. Synergy scores: CSS=39.4, Synergy_ZIP=-5.10, Synergy_Bliss=-3.10, Synergy_Loewe=-22.6, Synergy_HSA=0.362.